This data is from Full USPTO retrosynthesis dataset with 1.9M reactions from patents (1976-2016). The task is: Predict the reactants needed to synthesize the given product. (1) Given the product [CH3:1][O:2][C:3]1[CH:4]=[C:5]2[C:10](=[CH:11][C:12]=1[O:13][CH2:37][CH2:38][OH:39])[N:9]=[CH:8][CH:7]=[C:6]2[O:14][C:15]1[C:16]([C:23]2[CH:28]=[CH:27][C:26]([CH3:29])=[CH:25][N:24]=2)=[N:17][C:18]([CH3:22])=[C:19]([CH3:21])[CH:20]=1, predict the reactants needed to synthesize it. The reactants are: [CH3:1][O:2][C:3]1[CH:4]=[C:5]2[C:10](=[CH:11][C:12]=1[OH:13])[N:9]=[CH:8][CH:7]=[C:6]2[O:14][C:15]1[C:16]([C:23]2[CH:28]=[CH:27][C:26]([CH3:29])=[CH:25][N:24]=2)=[N:17][C:18]([CH3:22])=[C:19]([CH3:21])[CH:20]=1.C(=O)([O-])[O-].[K+].[K+].Br[CH2:37][CH2:38][OH:39]. (2) Given the product [CH2:14]([N:9]1[CH:10]=[C:11]([CH3:12])[C@H:5]2[CH2:4][CH2:3][C@H:2]([CH3:1])[C@H:6]2[C:7]1=[O:8])[CH2:15][CH2:16][CH3:17], predict the reactants needed to synthesize it. The reactants are: [CH3:1][CH:2]1[CH:6]2[C:7]([NH:9][CH:10]=[C:11]([CH3:12])[CH:5]2[CH2:4][CH2:3]1)=[O:8].I[CH2:14][CH2:15][CH2:16][CH3:17]. (3) Given the product [Cl:1][C:2]1[CH:22]=[CH:21][C:5]([O:6][C@@H:7]([C:15]2[CH:20]=[CH:19][CH:18]=[CH:17][CH:16]=2)[C@H:8]2[O:9][CH2:10][CH2:11][NH:12][CH2:13]2)=[C:4]([O:23][CH3:24])[CH:3]=1, predict the reactants needed to synthesize it. The reactants are: [Cl:1][C:2]1[CH:22]=[CH:21][C:5]([O:6][C@@H:7]([C:15]2[CH:20]=[CH:19][CH:18]=[CH:17][CH:16]=2)[C@@H:8]2[CH2:13][NH:12][C:11](=O)[CH2:10][O:9]2)=[C:4]([O:23][CH3:24])[CH:3]=1.COCCO[AlH2-]OCCOC.[Na+].